This data is from hERG potassium channel inhibition data for cardiac toxicity prediction from Karim et al.. The task is: Regression/Classification. Given a drug SMILES string, predict its toxicity properties. Task type varies by dataset: regression for continuous values (e.g., LD50, hERG inhibition percentage) or binary classification for toxic/non-toxic outcomes (e.g., AMES mutagenicity, cardiotoxicity, hepatotoxicity). Dataset: herg_karim. (1) The compound is CCOC(=O)C1=C(CN2CCOC[C@H]2CO)NC(c2nccs2)=N[C@H]1c1ccc(F)cc1Br. The result is 0 (non-blocker). (2) The result is 0 (non-blocker). The drug is Cc1cc(CN(CC2CCCC2)[C@@H](CC(=O)O)c2ccc(Cl)cc2)ccc1OCCN1C(=O)CCC1=O. (3) The compound is C[C@@H](c1ccc(-c2cn(C)c(=O)cc2CO)cc1)[C@H]([NH3+])C(=O)N1CC[C@H](F)C1. The result is 0 (non-blocker). (4) The drug is O=C(c1cccc(Cl)c1Cl)N(CCC1CC1)[C@H]1CCNC1. The result is 1 (blocker). (5) The compound is CN(C)CCN(C)C(=O)c1ccc(NC(=O)Nc2ccc(-c3nc(N4CCOCC4)c4ccn(CC(F)(F)F)c4n3)cc2)cc1. The result is 0 (non-blocker). (6) The drug is CNC(C)c1cc(C(F)(F)F)ccc1Oc1ccc(Cl)c(Cl)c1. The result is 1 (blocker). (7) The drug is CN(CCN1CCN(c2ccc(F)cc2)C1=O)C[C@]12CC[C@H](CC1)C2(C)C. The result is 1 (blocker). (8) The molecule is COC1OC2(CCN(Cc3ccccc3)CC2)c2cnn(-c3ccccc3)c21. The result is 1 (blocker). (9) The compound is FC1CC[N+]CC1c1c(-c2ccccc2)[nH]c2cc(Cl)ccc12. The result is 1 (blocker). (10) The drug is Cc1ccccc1N1CCN(C[C@@H]2CCc3cccnc3[C@@H](O)C2)CC1. The result is 1 (blocker).